From a dataset of Forward reaction prediction with 1.9M reactions from USPTO patents (1976-2016). Predict the product of the given reaction. (1) Given the reactants [N:1]1[C:5]2[CH:6]=[CH:7][CH:8]=[CH:9][C:4]=2[NH:3][C:2]=1[CH2:10][C:11]#[N:12].[S:13]1[CH:17]=[CH:16][CH:15]=[C:14]1[CH:18]([C:24]([CH3:26])=O)[C:19](OCC)=[O:20].C([O-])(=O)C.[NH4+], predict the reaction product. The product is: [CH3:26][C:24]1[C:10]([C:11]#[N:12])=[C:2]2[N:3]([C:19](=[O:20])[C:18]=1[C:14]1[S:13][CH:17]=[CH:16][CH:15]=1)[C:4]1[CH:9]=[CH:8][CH:7]=[CH:6][C:5]=1[NH:1]2. (2) Given the reactants Br[C:2]1[C:11]2[C:12]([CH2:15][N:16]3[CH2:21][CH2:20][CH:19]([N:22]([CH2:30][C:31]4[N:36]=[CH:35][C:34]5[O:37][CH2:38][CH2:39][O:40][C:33]=5[CH:32]=4)[C:23](=[O:29])[O:24][C:25]([CH3:28])([CH3:27])[CH3:26])[CH2:18][CH2:17]3)([OH:14])[CH2:13][N:9]3[C:10]=2[C:5]([CH:6]=[CH:7][C:8]3=[O:41])=[CH:4][CH:3]=1.[Cu][C:43]#[N:44], predict the reaction product. The product is: [C:43]([C:2]1[C:11]2[C:12]([CH2:15][N:16]3[CH2:21][CH2:20][CH:19]([N:22]([CH2:30][C:31]4[N:36]=[CH:35][C:34]5[O:37][CH2:38][CH2:39][O:40][C:33]=5[CH:32]=4)[C:23](=[O:29])[O:24][C:25]([CH3:28])([CH3:26])[CH3:27])[CH2:18][CH2:17]3)([OH:14])[CH2:13][N:9]3[C:10]=2[C:5]([CH:6]=[CH:7][C:8]3=[O:41])=[CH:4][CH:3]=1)#[N:44].